Dataset: Full USPTO retrosynthesis dataset with 1.9M reactions from patents (1976-2016). Task: Predict the reactants needed to synthesize the given product. (1) The reactants are: [H-].[Na+].[CH:3]1([O:7][CH2:8][C@H:9]([OH:20])[C:10]([NH:12][C:13]2[CH:18]=[N:17][C:16]([CH3:19])=[CH:15][N:14]=2)=[O:11])[CH2:6][CH2:5][CH2:4]1.Cl[C:22]1[N:27]=[CH:26][N:25]=[C:24]2[N:28]([C:31]3[CH:36]=[CH:35][CH:34]=[CH:33][C:32]=3[Cl:37])[N:29]=[CH:30][C:23]=12. Given the product [Cl:37][C:32]1[CH:33]=[CH:34][CH:35]=[CH:36][C:31]=1[N:28]1[C:24]2=[N:25][CH:26]=[N:27][C:22]([O:20][C@@H:9]([CH2:8][O:7][CH:3]3[CH2:6][CH2:5][CH2:4]3)[C:10]([NH:12][C:13]3[CH:18]=[N:17][C:16]([CH3:19])=[CH:15][N:14]=3)=[O:11])=[C:23]2[CH:30]=[N:29]1, predict the reactants needed to synthesize it. (2) Given the product [F:1][C:2]1[CH:11]=[C:10]2[C:5]([C:6](=[N:30][O:29][CH3:28])[CH2:7][C@H:8]([C:12]3[CH:13]=[C:14]([CH:19]=[CH:20][CH:21]=3)[C:15]([O:17][CH3:18])=[O:16])[O:9]2)=[CH:4][CH:3]=1, predict the reactants needed to synthesize it. The reactants are: [F:1][C:2]1[CH:11]=[C:10]2[C:5]([C:6](=O)[CH2:7][C@H:8]([C:12]3[CH:13]=[C:14]([CH:19]=[CH:20][CH:21]=3)[C:15]([O:17][CH3:18])=[O:16])[O:9]2)=[CH:4][CH:3]=1.C([O-])(=O)C.[Na+].[CH3:28][O:29][NH2:30].Cl. (3) Given the product [CH2:28]([O:27][C:25](=[O:26])[CH2:24][C:22]1[N:23]=[C:19]([NH:18][C:8](=[O:10])[C:7]2[CH:11]=[C:12]([O:14][CH:15]([CH3:17])[CH3:16])[CH:13]=[C:5]([O:4][CH:1]([CH3:2])[CH3:3])[CH:6]=2)[S:20][CH:21]=1)[CH3:29], predict the reactants needed to synthesize it. The reactants are: [CH:1]([O:4][C:5]1[CH:6]=[C:7]([CH:11]=[C:12]([O:14][CH:15]([CH3:17])[CH3:16])[CH:13]=1)[C:8]([OH:10])=O)([CH3:3])[CH3:2].[NH2:18][C:19]1[S:20][CH:21]=[C:22]([CH2:24][C:25]([O:27][CH2:28][CH3:29])=[O:26])[N:23]=1. (4) Given the product [CH2:11]([N:18]1[CH2:23][CH2:22][N:21]([C:2]2[CH:7]=[CH:6][N:5]=[C:4]3[NH:8][CH:9]=[CH:10][C:3]=23)[CH2:20][CH2:19]1)[C:12]1[CH:13]=[CH:14][CH:15]=[CH:16][CH:17]=1, predict the reactants needed to synthesize it. The reactants are: Cl[C:2]1[CH:7]=[CH:6][N:5]=[C:4]2[NH:8][CH:9]=[CH:10][C:3]=12.[CH2:11]([N:18]1[CH2:23][CH2:22][NH:21][CH2:20][CH2:19]1)[C:12]1[CH:17]=[CH:16][CH:15]=[CH:14][CH:13]=1. (5) Given the product [Cl:1][C:2]1[C:3]([NH:31][C:32]([C:34]2[C:42]3[C:37](=[CH:38][CH:39]=[CH:40][CH:41]=3)[N:36]([CH3:43])[CH:35]=2)=[O:33])=[CH:4][C:5]([F:30])=[C:6]([CH2:8][C:9]([N:11]2[CH2:15][C:14]([F:16])([F:17])[CH2:13][C@H:12]2[CH2:18][O:19][C@H:20]2[CH2:25][CH2:24][C@H:23]([C:26]([OH:28])=[O:27])[CH2:22][CH2:21]2)=[O:10])[CH:7]=1, predict the reactants needed to synthesize it. The reactants are: [Cl:1][C:2]1[C:3]([NH:31][C:32]([C:34]2[C:42]3[C:37](=[CH:38][CH:39]=[CH:40][CH:41]=3)[N:36]([CH3:43])[CH:35]=2)=[O:33])=[CH:4][C:5]([F:30])=[C:6]([CH2:8][C:9]([N:11]2[CH2:15][C:14]([F:17])([F:16])[CH2:13][C@H:12]2[CH2:18][O:19][CH:20]2[CH2:25][CH2:24][CH:23]([C:26]([O:28]C)=[O:27])[CH2:22][CH2:21]2)=[O:10])[CH:7]=1.[OH-].[Na+]. (6) Given the product [CH:32]1([CH2:31][O:30][C:22]2[CH:23]=[C:24]([O:28][CH3:29])[C:25]([F:27])=[CH:26][C:21]=2[C:20]2[CH:19]=[CH:18][N:17]=[C:16]3[C:12]([C:10]([NH:9][C@H:6]4[CH2:7][CH2:8][C@H:3]([NH:2][C:39](=[O:40])[CH2:38][O:37][CH3:36])[CH2:4][CH2:5]4)=[O:11])=[C:13]([CH3:35])[NH:14][C:15]=23)[CH2:33][CH2:34]1, predict the reactants needed to synthesize it. The reactants are: Cl.[NH2:2][C@H:3]1[CH2:8][CH2:7][C@H:6]([NH:9][C:10]([C:12]2[C:16]3=[N:17][CH:18]=[CH:19][C:20]([C:21]4[CH:26]=[C:25]([F:27])[C:24]([O:28][CH3:29])=[CH:23][C:22]=4[O:30][CH2:31][CH:32]4[CH2:34][CH2:33]4)=[C:15]3[NH:14][C:13]=2[CH3:35])=[O:11])[CH2:5][CH2:4]1.[CH3:36][O:37][CH2:38][C:39](Cl)=[O:40]. (7) Given the product [CH2:23]([NH:30][C:7]1[CH:6]=[C:5]2[C:10]([S:11](=[O:21])(=[O:20])[NH:12][C:13]3[C:4]2=[CH:3][C:2]([Cl:1])=[C:19]2[C:14]=3[N:15]=[CH:16][CH:17]=[CH:18]2)=[CH:9][CH:8]=1)[C:24]1[CH:29]=[CH:28][CH:27]=[CH:26][CH:25]=1, predict the reactants needed to synthesize it. The reactants are: [Cl:1][C:2]1[CH:3]=[C:4]2[C:13](=[C:14]3[C:19]=1[CH:18]=[CH:17][CH:16]=[N:15]3)[NH:12][S:11](=[O:21])(=[O:20])[C:10]1[C:5]2=[CH:6][C:7](F)=[CH:8][CH:9]=1.[CH2:23]([NH2:30])[C:24]1[CH:29]=[CH:28][CH:27]=[CH:26][CH:25]=1.